Dataset: Reaction yield outcomes from USPTO patents with 853,638 reactions. Task: Predict the reaction yield, written as a fraction of the theoretical maximum amount of product (1.0 means a 100% yield; for example, 0.34 means a 34% yield). (1) The reactants are [OH:1][C:2]1[C:6]([CH2:7][C:8]([O:10][CH3:11])=[O:9])=[CH:5][N:4]([C:12]2[CH:17]=[CH:16][CH:15]=[CH:14][CH:13]=2)[N:3]=1.Cl[CH2:19][C:20]1[CH:21]=[CH:22][C:23]([O:26][CH2:27][C:28]2[N:29]=[C:30]([C:34]3[CH:39]=[CH:38][CH:37]=[CH:36][CH:35]=3)[O:31][C:32]=2[CH3:33])=[N:24][CH:25]=1.C(=O)([O-])[O-].[K+].[K+].CN(C)C=O. The catalyst is O. The product is [CH3:33][C:32]1[O:31][C:30]([C:34]2[CH:35]=[CH:36][CH:37]=[CH:38][CH:39]=2)=[N:29][C:28]=1[CH2:27][O:26][C:23]1[N:24]=[CH:25][C:20]([CH2:19][O:1][C:2]2[C:6]([CH2:7][C:8]([O:10][CH3:11])=[O:9])=[CH:5][N:4]([C:12]3[CH:17]=[CH:16][CH:15]=[CH:14][CH:13]=3)[N:3]=2)=[CH:21][CH:22]=1. The yield is 0.770. (2) The catalyst is C1COCC1. The product is [OH:18][CH2:19][CH2:20][CH:21]1[CH2:23][CH:22]1[C@@H:24]([NH:29][C:30](=[O:39])[O:31][CH2:32][C:33]1[CH:34]=[CH:35][CH:36]=[CH:37][CH:38]=1)[CH2:25][CH:26]([CH3:27])[CH3:28]. The yield is 0.920. The reactants are [Si]([O:18][CH2:19][CH2:20][CH:21]1[CH2:23][CH:22]1[C@@H:24]([NH:29][C:30](=[O:39])[O:31][CH2:32][C:33]1[CH:38]=[CH:37][CH:36]=[CH:35][CH:34]=1)[CH2:25][CH:26]([CH3:28])[CH3:27])(C(C)(C)C)(C1C=CC=CC=1)C1C=CC=CC=1.CCCC[N+](CCCC)(CCCC)CCCC.[F-]. (3) The reactants are [NH2:1][CH2:2][C:3]1[CH:4]=[C:5]([CH2:9][N:10]2[C:18]3[C:13](=[C:14]([O:20][CH3:21])[C:15]([F:19])=[CH:16][CH:17]=3)[C:12]([NH:22][S:23]([C:26]3[S:27][C:28]([Cl:31])=[CH:29][CH:30]=3)(=[O:25])=[O:24])=[N:11]2)[CH:6]=[CH:7][CH:8]=1.CN(C(ON1N=NC2C=CC=NC1=2)=[N+](C)C)C.F[P-](F)(F)(F)(F)F.CCN(C(C)C)C(C)C.[C:65](O)(=[O:67])[CH3:66]. The catalyst is CN(C=O)C.CO.CS(C)=O. The product is [Cl:31][C:28]1[S:27][C:26]([S:23]([NH:22][C:12]2[C:13]3[C:18](=[CH:17][CH:16]=[C:15]([F:19])[C:14]=3[O:20][CH3:21])[N:10]([CH2:9][C:5]3[CH:4]=[C:3]([CH2:2][NH:1][C:65](=[O:67])[CH3:66])[CH:8]=[CH:7][CH:6]=3)[N:11]=2)(=[O:25])=[O:24])=[CH:30][CH:29]=1. The yield is 0.270. (4) The catalyst is CN(C=O)C. The product is [N:16]([CH:11]1[C:2]2=[N:1][CH:6]=[CH:5][CH:4]=[C:3]2[CH2:7][CH2:8][CH2:9][CH2:10]1)=[N+:17]=[N-:18]. The reactants are [N:1]1[CH:6]=[CH:5][CH:4]=[C:3]2[CH2:7][CH2:8][CH2:9][CH2:10][CH:11](OC(=O)C)[C:2]=12.[N-:16]=[N+:17]=[N-:18].[Na+]. The yield is 0.420. (5) The reactants are [Cl:1][C:2]1[CH:3]=[C:4]([CH2:9][C:10]#[N:11])[CH:5]=[CH:6][C:7]=1[Cl:8].[CH2:12]([C@H:14]1[O:16][CH2:15]1)Cl.C[Si]([N-][Si](C)(C)C)(C)C.[Na+]. The catalyst is O1CCCC1. The product is [NH2:11][CH2:10][C@:9]1([C:4]2[CH:5]=[CH:6][C:7]([Cl:8])=[C:2]([Cl:1])[CH:3]=2)[CH2:12][C@@H:14]1[CH2:15][OH:16]. The yield is 1.00. (6) The reactants are Br[C:2]1[CH:14]=[C:13]([CH:15]=[CH2:16])[CH:12]=[CH:11][C:3]=1[C:4]([O:6][C:7]([CH3:10])([CH3:9])[CH3:8])=[O:5].[Cu][C:18]#[N:19]. The catalyst is CN(C=O)C.O. The product is [C:18]([C:2]1[CH:14]=[C:13]([CH:15]=[CH2:16])[CH:12]=[CH:11][C:3]=1[C:4]([O:6][C:7]([CH3:10])([CH3:9])[CH3:8])=[O:5])#[N:19]. The yield is 0.720. (7) The reactants are [CH2:1]([O:3][C:4]([C:6]1[NH:7][N:8]=[C:9]([C:11]2[CH:16]=[CH:15][CH:14]=[CH:13][CH:12]=2)[CH:10]=1)=[O:5])[CH3:2].I[CH2:18][CH3:19].[H-].[Li+]. The yield is 0.420. The catalyst is CN(C=O)C. The product is [CH2:1]([O:3][C:4]([C:6]1[N:7]([CH2:18][CH3:19])[N:8]=[C:9]([C:11]2[CH:16]=[CH:15][CH:14]=[CH:13][CH:12]=2)[CH:10]=1)=[O:5])[CH3:2]. (8) The reactants are [F:1][C:2]1[CH:7]=[CH:6][CH:5]=[C:4]([F:8])[C:3]=1[N:9]1[C:14]2[N:15]=[C:16](S(C)=O)[N:17]=[C:18]([C:19]3[CH:20]=[C:21]([CH:28]=[CH:29][C:30]=3[CH3:31])[C:22]([NH:24][CH2:25][CH2:26][CH3:27])=[O:23])[C:13]=2[CH2:12][NH:11][C:10]1=[O:35].[N:36]1([CH:41]2[CH2:46][CH2:45][NH:44][CH2:43][CH2:42]2)[CH2:40][CH2:39][CH2:38][CH2:37]1. The catalyst is C(Cl)Cl. The product is [F:1][C:2]1[CH:7]=[CH:6][CH:5]=[C:4]([F:8])[C:3]=1[N:9]1[C:14]2[N:15]=[C:16]([N:44]3[CH2:45][CH2:46][CH:41]([N:36]4[CH2:40][CH2:39][CH2:38][CH2:37]4)[CH2:42][CH2:43]3)[N:17]=[C:18]([C:19]3[CH:20]=[C:21]([CH:28]=[CH:29][C:30]=3[CH3:31])[C:22]([NH:24][CH2:25][CH2:26][CH3:27])=[O:23])[C:13]=2[CH2:12][NH:11][C:10]1=[O:35]. The yield is 0.550. (9) The reactants are [F:1][C:2]([F:41])([O:6][C:7]1[CH:8]=[C:9]([CH2:13][N:14]([CH2:34][CH:35]([OH:40])[C:36]([F:39])([F:38])[F:37])[C:15]2[CH:16]=[C:17]([CH:31]=[CH:32][CH:33]=2)[O:18][CH2:19][C:20]2[CH:21]=[C:22]([CH:28]=[CH:29][CH:30]=2)[C:23]([O:25]CC)=[O:24])[CH:10]=[CH:11][CH:12]=1)[CH:3]([F:5])[F:4].[OH-].[Li+].Cl. The catalyst is O.O1CCCC1. The product is [F:1][C:2]([F:41])([O:6][C:7]1[CH:8]=[C:9]([CH2:13][N:14]([CH2:34][CH:35]([OH:40])[C:36]([F:37])([F:38])[F:39])[C:15]2[CH:16]=[C:17]([CH:31]=[CH:32][CH:33]=2)[O:18][CH2:19][C:20]2[CH:21]=[C:22]([CH:28]=[CH:29][CH:30]=2)[C:23]([OH:25])=[O:24])[CH:10]=[CH:11][CH:12]=1)[CH:3]([F:4])[F:5]. The yield is 0.190. (10) The reactants are Br[C:2]1[CH:7]=[CH:6][C:5]([Si:8]([CH3:11])([CH3:10])[CH3:9])=[CH:4][CH:3]=1.C([Li])CCC.CCCCCC.CN([CH:26]=[O:27])C. The catalyst is C1COCC1. The product is [CH3:9][Si:8]([CH3:11])([CH3:10])[C:5]1[CH:6]=[CH:7][C:2]([CH:26]=[O:27])=[CH:3][CH:4]=1. The yield is 1.00.